This data is from Full USPTO retrosynthesis dataset with 1.9M reactions from patents (1976-2016). The task is: Predict the reactants needed to synthesize the given product. Given the product [NH4+:7].[OH-:3].[CH3:20][N:12]1[C:13]2[C:18](=[CH:17][CH:16]=[CH:15][CH:14]=2)[CH:19]=[C:11]1[C:9]1[CH:8]=[N:7][CH:6]=[C:5]([CH:10]=1)[C:4]([OH:21])=[O:3], predict the reactants needed to synthesize it. The reactants are: C([O:3][C:4](=[O:21])[C:5]1[CH:10]=[C:9]([C:11]2[N:12]([CH3:20])[C:13]3[C:18]([CH:19]=2)=[CH:17][CH:16]=[CH:15][CH:14]=3)[CH:8]=[N:7][CH:6]=1)C.[Li+].[OH-].